Dataset: Forward reaction prediction with 1.9M reactions from USPTO patents (1976-2016). Task: Predict the product of the given reaction. Given the reactants C(OC([NH:8][C@H:9]1[CH2:14][CH2:13][CH2:12][CH2:11][C@H:10]1[NH:15][C:16]1[N:21]=[C:20]([C:22]2[S:26][N:25]=[C:24]([CH3:27])[CH:23]=2)[C:19]2[C:28](=[O:38])[N:29](C(OC(C)(C)C)=O)[CH2:30][C:18]=2[C:17]=1[F:39])=O)(C)(C)C.Cl.O1CCOCC1, predict the reaction product. The product is: [NH2:8][C@H:9]1[CH2:14][CH2:13][CH2:12][CH2:11][C@H:10]1[NH:15][C:16]1[N:21]=[C:20]([C:22]2[S:26][N:25]=[C:24]([CH3:27])[CH:23]=2)[C:19]2[C:28](=[O:38])[NH:29][CH2:30][C:18]=2[C:17]=1[F:39].